From a dataset of Forward reaction prediction with 1.9M reactions from USPTO patents (1976-2016). Predict the product of the given reaction. (1) The product is: [Cl:1][C:2]1[CH:7]=[C:6]([C:8]2[CH:9]=[N:10][N:11]([CH:13]([O:15][CH2:16][CH3:17])[CH3:14])[CH:12]=2)[C:5]([C:18]2[CH:19]=[C:20]([F:25])[CH:21]=[C:22]([F:24])[CH:23]=2)=[C:4]([CH:26]([NH2:33])[CH3:27])[CH:3]=1. Given the reactants [Cl:1][C:2]1[CH:7]=[C:6]([C:8]2[CH:9]=[N:10][N:11]([CH:13]([O:15][CH2:16][CH3:17])[CH3:14])[CH:12]=2)[C:5]([C:18]2[CH:23]=[C:22]([F:24])[CH:21]=[C:20]([F:25])[CH:19]=2)=[C:4]([C:26](=O)[CH3:27])[CH:3]=1.C([O-])(=O)C.[NH4+:33], predict the reaction product. (2) Given the reactants Br[C:2]1[CH:7]=[CH:6][CH:5]=[C:4]([CH:8](OC)[O:9]C)[C:3]=1[CH3:13].C([Li])CCC.C[O:20][B:21](OC)[O:22]C, predict the reaction product. The product is: [CH:8]([CH:4]1[CH:5]=[CH:6][CH:7]=[CH:2][C:3]1([B:21]([OH:22])[OH:20])[CH3:13])=[O:9]. (3) Given the reactants [CH:1]1([NH:5][CH2:6][C:7]2[N:8]=[CH:9][C:10]([NH:13]C(=O)OC(C)(C)C)=[N:11][CH:12]=2)[CH2:4][CH2:3][CH2:2]1.FC(F)(F)CO, predict the reaction product. The product is: [CH:1]1([NH:5][CH2:6][C:7]2[N:8]=[CH:9][C:10]([NH2:13])=[N:11][CH:12]=2)[CH2:2][CH2:3][CH2:4]1. (4) Given the reactants [OH:1][CH2:2][CH2:3][N:4]1[CH2:8][CH2:7][O:6][C:5]1=[O:9].C(N(CC)CC)C.[CH3:17][S:18](Cl)(=[O:20])=[O:19], predict the reaction product. The product is: [CH3:17][S:18]([O:1][CH2:2][CH2:3][N:4]1[CH2:8][CH2:7][O:6][C:5]1=[O:9])(=[O:20])=[O:19]. (5) The product is: [CH3:12][O:13][C:2]1[C:7]([S:8]([NH2:17])(=[O:10])=[O:9])=[CH:6][CH:5]=[CH:4][N:3]=1. Given the reactants Cl[C:2]1[C:7]([S:8](Cl)(=[O:10])=[O:9])=[CH:6][CH:5]=[CH:4][N:3]=1.[CH3:12][OH:13].C[O-].[Na+].[NH3:17], predict the reaction product. (6) Given the reactants [CH2:1]([NH:8][C:9]1[C:18]2[C:13](=[CH:14][CH:15]=[C:16]([O:19][CH3:20])[N:17]=2)[N:12]=[CH:11][C:10]=1Br)[C:2]1[CH:7]=[CH:6][CH:5]=[CH:4][CH:3]=1.C(C1C=C(C(C)C)C(C2C(C)=C(C)C(C)=C(C)C=2P(C)C)=C(C)C=1)(C)C.[OH-:48].[K+].ClCCl, predict the reaction product. The product is: [CH2:1]([NH:8][C:9]1[C:18]2[C:13](=[CH:14][CH:15]=[C:16]([O:19][CH3:20])[N:17]=2)[N:12]=[CH:11][C:10]=1[OH:48])[C:2]1[CH:7]=[CH:6][CH:5]=[CH:4][CH:3]=1. (7) Given the reactants Cl.Cl.[Cl:3][C:4]1[CH:9]=[CH:8][C:7]([N:10]2[CH2:15][CH2:14][NH:13][CH2:12][CH2:11]2)=[CH:6][CH:5]=1.Cl[S:17]([C:20]1[CH:21]=[C:22]([CH:26]=[CH:27][CH:28]=1)[C:23]([OH:25])=[O:24])(=[O:19])=[O:18].C(N(C(C)C)CC)(C)C, predict the reaction product. The product is: [Cl:3][C:4]1[CH:5]=[CH:6][C:7]([N:10]2[CH2:15][CH2:14][N:13]([S:17]([C:20]3[CH:21]=[C:22]([CH:26]=[CH:27][CH:28]=3)[C:23]([OH:25])=[O:24])(=[O:19])=[O:18])[CH2:12][CH2:11]2)=[CH:8][CH:9]=1. (8) Given the reactants [Cl:1][C:2]1[CH:7]=[CH:6][CH:5]=[C:4]([NH:8][NH2:9])[N:3]=1.Cl.[N:11]([O-])=O.[Na+], predict the reaction product. The product is: [N:8]([C:4]1[CH:5]=[CH:6][CH:7]=[C:2]([Cl:1])[N:3]=1)=[N+:9]=[N-:11]. (9) Given the reactants [OH:1][C:2]1[CH:7]=[CH:6][CH:5]=[CH:4][C:3]=1[N:8]1[C:16](=[O:17])[C:15]2[NH:14][CH:13]=[N:12][C:11]=2[N:10]([CH2:18][CH2:19][CH2:20][CH2:21][CH3:22])[C:9]1=[O:23].C1C(=O)N([Cl:31])C(=O)C1, predict the reaction product. The product is: [Cl:31][C:13]1[NH:14][C:15]2[C:16](=[O:17])[N:8]([C:3]3[CH:4]=[CH:5][CH:6]=[CH:7][C:2]=3[OH:1])[C:9](=[O:23])[N:10]([CH2:18][CH2:19][CH2:20][CH2:21][CH3:22])[C:11]=2[N:12]=1. (10) Given the reactants Cl[C:2]1[N:6]([CH3:7])[C:5]2[C:8]([CH:16]([CH2:19][CH3:20])[CH2:17][CH3:18])=[CH:9][CH:10]=[C:11]([C:12]([O:14][CH3:15])=[O:13])[C:4]=2[N:3]=1.[Cl:21][C:22]1[CH:23]=[C:24]([CH3:30])[C:25]([OH:29])=[C:26]([Cl:28])[CH:27]=1.C(=O)([O-])[O-].[K+].[K+].CN(C)C=O, predict the reaction product. The product is: [Cl:28][C:26]1[CH:27]=[C:22]([Cl:21])[CH:23]=[C:24]([CH3:30])[C:25]=1[O:29][C:2]1[N:6]([CH3:7])[C:5]2[C:8]([CH:16]([CH2:19][CH3:20])[CH2:17][CH3:18])=[CH:9][CH:10]=[C:11]([C:12]([O:14][CH3:15])=[O:13])[C:4]=2[N:3]=1.